Predict the reactants needed to synthesize the given product. From a dataset of Full USPTO retrosynthesis dataset with 1.9M reactions from patents (1976-2016). The reactants are: S(F)(=O)(=O)[OH:2].[Sb](F)(F)(F)(F)F.[N+:12]([C:15]1[CH:20]=[CH:19][CH:18]=[CH:17][C:16]=1[CH2:21][CH2:22][CH2:23][C:24]#N)([O-:14])=[O:13]. Given the product [N+:12]([C:15]1[CH:20]=[CH:19][CH:18]=[C:17]2[C:16]=1[CH2:21][CH2:22][CH2:23][C:24]2=[O:2])([O-:14])=[O:13], predict the reactants needed to synthesize it.